From a dataset of TCR-epitope binding with 47,182 pairs between 192 epitopes and 23,139 TCRs. Binary Classification. Given a T-cell receptor sequence (or CDR3 region) and an epitope sequence, predict whether binding occurs between them. (1) The epitope is FPPTSFGPL. The TCR CDR3 sequence is CASSQEQSSYNEQFF. Result: 1 (the TCR binds to the epitope). (2) The epitope is QASQEVKNW. The TCR CDR3 sequence is CSAPTSGSAAFF. Result: 0 (the TCR does not bind to the epitope). (3) The epitope is TPRVTGGGAM. Result: 1 (the TCR binds to the epitope). The TCR CDR3 sequence is CATSIGSSGNEQFF. (4) The epitope is RLRAEAQVK. The TCR CDR3 sequence is CASSLAGGYTEAFF. Result: 1 (the TCR binds to the epitope). (5) The epitope is FLYNLLTRV. The TCR CDR3 sequence is CASSSPGTRLRETQYF. Result: 0 (the TCR does not bind to the epitope). (6) The epitope is TEILPVSMTK. The TCR CDR3 sequence is CATGTGDSNQPQHF. Result: 0 (the TCR does not bind to the epitope).